Dataset: Full USPTO retrosynthesis dataset with 1.9M reactions from patents (1976-2016). Task: Predict the reactants needed to synthesize the given product. (1) Given the product [CH3:22][O:23][CH2:24][O:8][CH2:7][CH2:6][C:2]1[S:1][CH:5]=[CH:4][CH:3]=1, predict the reactants needed to synthesize it. The reactants are: [S:1]1[CH:5]=[CH:4][CH:3]=[C:2]1[CH2:6][CH2:7][OH:8].C1(C)C=CC(S(O)(=O)=O)=CC=1.[Cl-].[Li+].[CH3:22][O:23][CH2:24]OC. (2) The reactants are: [Cl:1][C:2]1[CH:7]=[CH:6][C:5]([CH2:8][C:9]([O:11]C)=[O:10])=[CH:4][C:3]=1[NH:13][C:14]([NH:16][C:17]1[CH:22]=[CH:21][CH:20]=[CH:19][CH:18]=1)=[O:15].[OH-].[Na+]. Given the product [Cl:1][C:2]1[CH:7]=[CH:6][C:5]([CH2:8][C:9]([OH:11])=[O:10])=[CH:4][C:3]=1[NH:13][C:14]([NH:16][C:17]1[CH:22]=[CH:21][CH:20]=[CH:19][CH:18]=1)=[O:15], predict the reactants needed to synthesize it. (3) Given the product [F:17][C:2]([F:1])([F:16])[C:3]([F:14])([F:15])[C:4]([F:12])([F:13])[C:5]([F:10])([F:11])[S:6]([O-:9])(=[O:8])=[O:7].[F:54][C:39]([F:38])([S:50]([O:18][C:19]1[CH:24]=[CH:23][C:22]([S+:25]([C:32]2[CH:33]=[CH:34][CH:35]=[CH:36][CH:37]=2)[C:26]2[CH:31]=[CH:30][CH:29]=[CH:28][CH:27]=2)=[CH:21][CH:20]=1)(=[O:52])=[O:51])[C:40]([F:48])([F:49])[CH:41]1[CH2:46][CH:45]2[CH2:47][CH:42]1[CH2:43][CH2:44]2, predict the reactants needed to synthesize it. The reactants are: [F:1][C:2]([F:17])([F:16])[C:3]([F:15])([F:14])[C:4]([F:13])([F:12])[C:5]([F:11])([F:10])[S:6]([O-:9])(=[O:8])=[O:7].[OH:18][C:19]1[CH:24]=[CH:23][C:22]([S+:25]([C:32]2[CH:37]=[CH:36][CH:35]=[CH:34][CH:33]=2)[C:26]2[CH:31]=[CH:30][CH:29]=[CH:28][CH:27]=2)=[CH:21][CH:20]=1.[F:38][C:39]([F:54])([S:50](Cl)(=[O:52])=[O:51])[C:40]([F:49])([F:48])[CH:41]1[CH2:46][CH:45]2[CH2:47][CH:42]1[CH2:43][CH2:44]2.C(N(CC)CC)C.O. (4) Given the product [CH2:1]([S:3]([C:6]1[CH:7]=[C:8]([C:12]2[CH:20]=[CH:19][C:18]([O:21][CH2:27][C@H:28]([OH:29])[CH3:30])=[C:17]3[C:13]=2[C:14]2[CH:25]=[C:24]([CH3:26])[CH:23]=[N:22][C:15]=2[NH:16]3)[CH:9]=[CH:10][CH:11]=1)(=[O:5])=[O:4])[CH3:2], predict the reactants needed to synthesize it. The reactants are: [CH2:1]([S:3]([C:6]1[CH:7]=[C:8]([C:12]2[CH:20]=[CH:19][C:18]([OH:21])=[C:17]3[C:13]=2[C:14]2[CH:25]=[C:24]([CH3:26])[CH:23]=[N:22][C:15]=2[NH:16]3)[CH:9]=[CH:10][CH:11]=1)(=[O:5])=[O:4])[CH3:2].[CH3:27][C@@H:28]1[CH2:30][O:29]1.C(N(CC)CC)C. (5) The reactants are: [Br:1][C:2]1[C:3](F)=[CH:4][C:5]([CH3:12])=[C:6]([CH2:8][C:9]([OH:11])=[O:10])[CH:7]=1.BrC1C=C([F:23])C(C)=C(N)C=1. Given the product [Br:1][C:2]1[CH:3]=[C:4]([F:23])[C:5]([CH3:12])=[C:6]([CH2:8][C:9]([OH:11])=[O:10])[CH:7]=1, predict the reactants needed to synthesize it. (6) Given the product [O:22]1[CH:26]=[CH:25][C:24]([C:2]2[CH:3]=[C:4]([OH:21])[C:5]([C:12]([NH:14][CH2:15][C:16]([OH:18])=[O:17])=[O:13])=[C:6]3[C:11]=2[N:10]=[CH:9][CH:8]=[N:7]3)=[CH:23]1, predict the reactants needed to synthesize it. The reactants are: Br[C:2]1[CH:3]=[C:4]([OH:21])[C:5]([C:12]([NH:14][CH2:15][C:16]([O:18]CC)=[O:17])=[O:13])=[C:6]2[C:11]=1[N:10]=[CH:9][CH:8]=[N:7]2.[O:22]1[CH:26]=[CH:25][C:24](B(O)O)=[CH:23]1.C(=O)([O-])[O-].[K+].[K+].[OH-].[Na+].